From a dataset of NCI-60 drug combinations with 297,098 pairs across 59 cell lines. Regression. Given two drug SMILES strings and cell line genomic features, predict the synergy score measuring deviation from expected non-interaction effect. (1) Drug 1: CCC(=C(C1=CC=CC=C1)C2=CC=C(C=C2)OCCN(C)C)C3=CC=CC=C3.C(C(=O)O)C(CC(=O)O)(C(=O)O)O. Drug 2: C1CNP(=O)(OC1)N(CCCl)CCCl. Cell line: HCT116. Synergy scores: CSS=2.63, Synergy_ZIP=-5.85, Synergy_Bliss=-10.6, Synergy_Loewe=-18.1, Synergy_HSA=-11.7. (2) Drug 1: CC1=CC2C(CCC3(C2CCC3(C(=O)C)OC(=O)C)C)C4(C1=CC(=O)CC4)C. Drug 2: C1CN(CCN1C(=O)CCBr)C(=O)CCBr. Cell line: 786-0. Synergy scores: CSS=1.32, Synergy_ZIP=-2.62, Synergy_Bliss=0.170, Synergy_Loewe=-7.11, Synergy_HSA=-2.25. (3) Drug 1: C1=NC(=NC(=O)N1C2C(C(C(O2)CO)O)O)N. Drug 2: CC1=C(N=C(N=C1N)C(CC(=O)N)NCC(C(=O)N)N)C(=O)NC(C(C2=CN=CN2)OC3C(C(C(C(O3)CO)O)O)OC4C(C(C(C(O4)CO)O)OC(=O)N)O)C(=O)NC(C)C(C(C)C(=O)NC(C(C)O)C(=O)NCCC5=NC(=CS5)C6=NC(=CS6)C(=O)NCCC[S+](C)C)O. Cell line: HCC-2998. Synergy scores: CSS=32.4, Synergy_ZIP=-7.37, Synergy_Bliss=-1.90, Synergy_Loewe=-0.764, Synergy_HSA=1.86. (4) Drug 1: C1CC(C1)(C(=O)O)C(=O)O.[NH2-].[NH2-].[Pt+2]. Drug 2: C1CN1C2=NC(=NC(=N2)N3CC3)N4CC4. Cell line: 786-0. Synergy scores: CSS=24.4, Synergy_ZIP=1.23, Synergy_Bliss=4.02, Synergy_Loewe=-14.3, Synergy_HSA=3.81. (5) Drug 1: CN1CCC(CC1)COC2=C(C=C3C(=C2)N=CN=C3NC4=C(C=C(C=C4)Br)F)OC. Drug 2: CC1=C(C=C(C=C1)NC(=O)C2=CC=C(C=C2)CN3CCN(CC3)C)NC4=NC=CC(=N4)C5=CN=CC=C5. Cell line: NCI/ADR-RES. Synergy scores: CSS=3.10, Synergy_ZIP=-1.16, Synergy_Bliss=-3.47, Synergy_Loewe=-6.95, Synergy_HSA=-4.70.